Dataset: Forward reaction prediction with 1.9M reactions from USPTO patents (1976-2016). Task: Predict the product of the given reaction. (1) Given the reactants [CH2:1]([O:8][C:9]1[CH:14]=[CH:13][C:12]([CH2:15][CH:16]([S:21][C:22]2[NH:23][C:24]([C:27]3[CH:32]=[CH:31][CH:30]=[CH:29][CH:28]=3)=[CH:25][N:26]=2)[C:17]([O:19]C)=[O:18])=[CH:11][CH:10]=1)[C:2]1[CH:7]=[CH:6][CH:5]=[CH:4][CH:3]=1.[OH-].[K+].Cl.O, predict the reaction product. The product is: [CH2:1]([O:8][C:9]1[CH:10]=[CH:11][C:12]([CH2:15][CH:16]([S:21][C:22]2[NH:23][C:24]([C:27]3[CH:32]=[CH:31][CH:30]=[CH:29][CH:28]=3)=[CH:25][N:26]=2)[C:17]([OH:19])=[O:18])=[CH:13][CH:14]=1)[C:2]1[CH:7]=[CH:6][CH:5]=[CH:4][CH:3]=1. (2) Given the reactants Br[C:2]1[CH:7]=[CH:6][C:5]([CH2:8][NH2:9])=[CH:4][CH:3]=1.B(O)(O)[C:11]1[CH:16]=[CH:15][N:14]=[C:13]([CH3:17])[CH:12]=1.[O-]P([O-])([O-])=O.[K+].[K+].[K+].COC1C=CC=C(OC)C=1C1C=CC=CC=1P(C1CCCCC1)C1CCCCC1.N#N, predict the reaction product. The product is: [CH3:17][C:13]1[CH:12]=[C:11]([C:2]2[CH:7]=[CH:6][C:5]([CH2:8][NH2:9])=[CH:4][CH:3]=2)[CH:16]=[CH:15][N:14]=1. (3) Given the reactants [Br:1][C:2]1[CH:3]=[CH:4][C:5]([F:9])=[C:6]([OH:8])[CH:7]=1.C([O-])([O-])=O.[K+].[K+].[CH2:16](I)[CH3:17], predict the reaction product. The product is: [Br:1][C:2]1[CH:3]=[CH:4][C:5]([F:9])=[C:6]([O:8][CH2:16][CH3:17])[CH:7]=1. (4) Given the reactants Br[C:2]1[N:7]=[CH:6][C:5]([CH2:8][OH:9])=[CH:4][CH:3]=1.[Br:10][C:11]1[CH:16]=[CH:15][C:14](B(O)O)=[CH:13][CH:12]=1, predict the reaction product. The product is: [Br:10][C:11]1[CH:16]=[CH:15][C:14]([C:2]2[N:7]=[CH:6][C:5]([CH2:8][OH:9])=[CH:4][CH:3]=2)=[CH:13][CH:12]=1. (5) Given the reactants C(N(CC)CC)C.[C:8]([C:10]1[CH:15]=[CH:14][C:13]([CH:16]2[C:25]3[C:24](=[O:26])[CH2:23][CH2:22][CH2:21][C:20]=3[N:19]([C:27]3[CH:32]=[CH:31][CH:30]=[C:29]([C:33]([F:36])([F:35])[F:34])[CH:28]=3)[C:18](=[O:37])[N:17]2[CH:38]([CH3:42])[C:39]([OH:41])=O)=[CH:12][CH:11]=1)#[N:9].F[B-](F)(F)F.C[N+](C)=C(N(C)C)ON1C2C=CC=CC=2N=N1.[CH2:65]([CH2:67][NH2:68])[OH:66], predict the reaction product. The product is: [C:8]([C:10]1[CH:15]=[CH:14][C:13]([CH:16]2[C:25]3[C:24](=[O:26])[CH2:23][CH2:22][CH2:21][C:20]=3[N:19]([C:27]3[CH:32]=[CH:31][CH:30]=[C:29]([C:33]([F:35])([F:36])[F:34])[CH:28]=3)[C:18](=[O:37])[N:17]2[CH:38]([CH3:42])[C:39]([NH:68][CH2:67][CH2:65][OH:66])=[O:41])=[CH:12][CH:11]=1)#[N:9].